Regression/Classification. Given a drug SMILES string, predict its absorption, distribution, metabolism, or excretion properties. Task type varies by dataset: regression for continuous measurements (e.g., permeability, clearance, half-life) or binary classification for categorical outcomes (e.g., BBB penetration, CYP inhibition). For this dataset (solubility_aqsoldb), we predict Y. From a dataset of Aqueous solubility values for 9,982 compounds from the AqSolDB database. (1) The compound is O=S(=O)(O)CCCNC1CCCCC1. The Y is -3.08 log mol/L. (2) The molecule is O=C(/C=C/C=C/c1ccc2c(c1)OCO2)N1CCCCC1. The Y is -3.85 log mol/L. (3) The compound is OC1CCCCC1. The Y is -0.377 log mol/L. (4) The compound is Cc1cccc(S(N)(=O)=O)c1. The Y is -1.34 log mol/L. (5) The molecule is CCCCCCCC/C=C/CCCCCCCC(=O)N(C)CC(=O)[O-].[Na+]. The Y is -0.0975 log mol/L. (6) The compound is Clc1ccccc1C(Cl)(Cl)Cl. The Y is -5.04 log mol/L. (7) The drug is O=C(CCCN1CCC(O)(c2ccc(F)cc2)CC1)c1ccc(F)cc1. The Y is -2.83 log mol/L.